Dataset: Reaction yield outcomes from USPTO patents with 853,638 reactions. Task: Predict the reaction yield, written as a fraction of the theoretical maximum amount of product (1.0 means a 100% yield; for example, 0.34 means a 34% yield). (1) The reactants are Br[C:2]1[N:3]([CH:12]([CH3:14])[CH3:13])[N:4]=[C:5]2[C:10]=1[C:9]([NH2:11])=[N:8][CH:7]=[N:6]2.CC1(C)C(C)(C)OB([C:23]2[CH:24]=[CH:25][C:26]3[O:30][C:29]([NH2:31])=[N:28][C:27]=3[CH:32]=2)O1.C1C=CC(P(C2C=CC=CC=2)C2C=CC=CC=2)=CC=1.C([O-])([O-])=O.[Na+].[Na+]. The catalyst is CN(C=O)C.CCO.O.CC([O-])=O.CC([O-])=O.[Pd+2]. The product is [NH2:11][C:9]1[C:10]2[C:5](=[N:4][N:3]([CH:12]([CH3:14])[CH3:13])[C:2]=2[C:23]2[CH:24]=[CH:25][C:26]3[O:30][C:29]([NH2:31])=[N:28][C:27]=3[CH:32]=2)[N:6]=[CH:7][N:8]=1. The yield is 0.520. (2) The catalyst is C(Cl)(Cl)Cl. The product is [CH3:1][O:2][C:3]([C:5]1([S:11]([C:14]2[CH:15]=[CH:16][C:17]([O:20][CH2:21][C:22]#[C:23][CH3:24])=[CH:18][CH:19]=2)(=[O:13])=[O:12])[CH2:10][CH2:9][N:8]([C:38](=[O:39])[C:37]2[CH:41]=[CH:42][C:34]([O:33][CH3:32])=[CH:35][CH:36]=2)[CH2:7][CH2:6]1)=[O:4]. The reactants are [CH3:1][O:2][C:3]([C:5]1([S:11]([C:14]2[CH:19]=[CH:18][C:17]([O:20][CH2:21][C:22]#[C:23][CH3:24])=[CH:16][CH:15]=2)(=[O:13])=[O:12])[CH2:10][CH2:9][NH:8][CH2:7][CH2:6]1)=[O:4].C(N(CC)CC)C.[CH3:32][O:33][C:34]1[CH:42]=[CH:41][C:37]([C:38](Cl)=[O:39])=[CH:36][CH:35]=1.CN(C1C=CC=CN=1)C. The yield is 0.750. (3) The reactants are I[C:2]1[C:10]2[S:9][C:8]([NH:11][C:12]([C:14]3[S:15][C:16]([CH3:19])=[CH:17][CH:18]=3)=[O:13])=[N:7][C:6]=2[C:5]([O:20][CH3:21])=[CH:4][CH:3]=1.[CH3:22][N:23]([CH3:33])[C:24]1[CH:25]=[C:26](B(O)O)[CH:27]=[CH:28][CH:29]=1. No catalyst specified. The product is [CH3:22][N:23]([CH3:33])[C:24]1[CH:29]=[C:28]([C:2]2[C:10]3[S:9][C:8]([NH:11][C:12]([C:14]4[S:15][C:16]([CH3:19])=[CH:17][CH:18]=4)=[O:13])=[N:7][C:6]=3[C:5]([O:20][CH3:21])=[CH:4][CH:3]=2)[CH:27]=[CH:26][CH:25]=1. The yield is 0.710. (4) The reactants are [CH3:1][C:2]1[CH:3]=[C:4]([O:11][CH:12]2[CH2:17][CH2:16][N:15]([C:18]([O:20][CH2:21][C:22]3[CH:27]=[CH:26][CH:25]=[CH:24][CH:23]=3)=[O:19])[CH2:14][CH2:13]2)[CH:5]=[CH:6][C:7]=1[N+:8]([O-])=O.[BH4-].[Na+]. The catalyst is CO.O.O.O.O.O.O.[Ni](Cl)Cl. The product is [NH2:8][C:7]1[CH:6]=[CH:5][C:4]([O:11][CH:12]2[CH2:13][CH2:14][N:15]([C:18]([O:20][CH2:21][C:22]3[CH:27]=[CH:26][CH:25]=[CH:24][CH:23]=3)=[O:19])[CH2:16][CH2:17]2)=[CH:3][C:2]=1[CH3:1]. The yield is 0.780.